This data is from Forward reaction prediction with 1.9M reactions from USPTO patents (1976-2016). The task is: Predict the product of the given reaction. (1) Given the reactants [Cl:1][C:2]1[CH:7]=[CH:6][C:5]([CH2:8][CH2:9][NH:10][CH2:11][CH2:12][CH2:13][CH2:14][CH2:15][CH2:16][CH3:17])=[CH:4][CH:3]=1.[CH3:18][O:19][C:20]([C:22]1[CH:39]=[CH:38][CH:37]=[CH:36][C:23]=1[O:24][CH2:25][C:26]1[CH:31]=[CH:30][C:29]([CH2:32][C:33]([OH:35])=O)=[CH:28][CH:27]=1)=[O:21].F[B-](F)(F)F.N1(OC(N(C)C)=[N+](C)C)C2C=CC=CC=2N=N1.C(N(C(C)C)C(C)C)C, predict the reaction product. The product is: [Cl:1][C:2]1[CH:3]=[CH:4][C:5]([CH2:8][CH2:9][N:10]([CH2:11][CH2:12][CH2:13][CH2:14][CH2:15][CH2:16][CH3:17])[C:33](=[O:35])[CH2:32][C:29]2[CH:28]=[CH:27][C:26]([CH2:25][O:24][C:23]3[CH:36]=[CH:37][CH:38]=[CH:39][C:22]=3[C:20]([O:19][CH3:18])=[O:21])=[CH:31][CH:30]=2)=[CH:6][CH:7]=1. (2) Given the reactants [NH2:1][C:2]1[C:15]2[C:14](=[O:16])[C:13](=[O:17])[C:12]3[C:7](=[CH:8][CH:9]=[CH:10][CH:11]=3)[C:6]=2[CH:5]=[CH:4][CH:3]=1.C([O-])([O-])=O.[Na+].[Na+].Cl[C:25](=[O:32])[CH2:26][CH2:27][C:28]([O:30][CH3:31])=[O:29], predict the reaction product. The product is: [CH3:31][O:30][C:28](=[O:29])[CH2:27][CH2:26][C:25]([NH:1][C:2]1[C:15]2[C:14](=[O:16])[C:13](=[O:17])[C:12]3[C:7](=[CH:8][CH:9]=[CH:10][CH:11]=3)[C:6]=2[CH:5]=[CH:4][CH:3]=1)=[O:32]. (3) Given the reactants [CH3:1][O:2][C:3]1[C:8]2[C:9](=[O:23])[O:10][C:11]([C:13]3[C:22]4[C:17](=[CH:18][CH:19]=[CH:20][CH:21]=4)[CH:16]=[CH:15][CH:14]=3)=[N:12][C:7]=2[CH:6]=[CH:5][CH:4]=1.[N:24]12[CH2:31][CH2:30][CH:27]([CH2:28][CH2:29]1)[CH:26]([NH2:32])[CH2:25]2, predict the reaction product. The product is: [N:24]12[CH2:31][CH2:30][CH:27]([CH2:28][CH2:29]1)[CH:26]([NH:32][C:9]([C:8]1[C:3]([O:2][CH3:1])=[CH:4][CH:5]=[CH:6][C:7]=1[NH:12][C:11]([C:13]1[C:22]3[C:17](=[CH:18][CH:19]=[CH:20][CH:21]=3)[CH:16]=[CH:15][CH:14]=1)=[O:10])=[O:23])[CH2:25]2. (4) Given the reactants [CH2:1]([O:3][C:4]([C:6]1[CH:11]=[CH:10][CH:9]=[CH:8][C:7]=1B(O)O)=[O:5])[CH3:2].C[O:16][C:17]1C=CC=C(OC)[C:22]=1C1C=CC=CC=1P(C1CCCCC1)C1CCCCC1.[O-:44]P([O-])([O-])=O.[K+].[K+].[K+].Br[C:53]1[C:57](Br)=[CH:56][S:55][CH:54]=1.[C:59]1([CH3:65])[CH:64]=[CH:63][CH:62]=[CH:61][CH:60]=1, predict the reaction product. The product is: [S:55]1[CH:56]=[C:57]([C:7]2[CH:8]=[CH:9][CH:10]=[CH:11][C:6]=2[C:4]([O:3][CH2:1][CH3:2])=[O:5])[C:53]([C:60]2[CH:61]=[CH:62][CH:63]=[CH:64][C:59]=2[C:65]([O:16][CH2:17][CH3:22])=[O:44])=[CH:54]1. (5) Given the reactants [NH2:1][C:2]1[C:7]([NH2:8])=[CH:6][CH:5]=[CH:4][C:3]=1[OH:9].[OH-:10].[Na+].[CH3:12][O:13][C:14]1[CH:22]=[CH:21][C:17]([C:18](Cl)=[O:19])=[CH:16][CH:15]=1, predict the reaction product. The product is: [CH3:12][O:13][C:14]1[CH:22]=[CH:21][C:17]([C:18]([O:10][O:9][C:3]2[CH:4]=[CH:5][CH:6]=[C:7]([NH:8][C:18](=[O:19])[C:17]3[CH:21]=[CH:22][C:14]([O:13][CH3:12])=[CH:15][CH:16]=3)[C:2]=2[NH:1][C:18](=[O:19])[C:17]2[CH:21]=[CH:22][C:14]([O:13][CH3:12])=[CH:15][CH:16]=2)=[O:19])=[CH:16][CH:15]=1. (6) Given the reactants [Br:1][C:2]1[CH:7]=[C:6]([F:8])[C:5]([CH:9](O)[C:10]([NH2:12])=[O:11])=[C:4]([F:14])[CH:3]=1.C(N(CC)CC)C.CS(Cl)(=O)=O.S([O-])(=O)(=O)C.Cl.[CH2:33]([N:35]1[CH2:40][C:39]2([CH2:45][CH2:44][NH:43][CH2:42][CH2:41]2)[O:38][CH2:37][C:36]1=[O:46])[CH3:34], predict the reaction product. The product is: [Br:1][C:2]1[CH:7]=[C:6]([F:8])[C:5]([CH:9]([N:43]2[CH2:44][CH2:45][C:39]3([O:38][CH2:37][C:36](=[O:46])[N:35]([CH2:33][CH3:34])[CH2:40]3)[CH2:41][CH2:42]2)[C:10]([NH2:12])=[O:11])=[C:4]([F:14])[CH:3]=1.